Dataset: Peptide-MHC class I binding affinity with 185,985 pairs from IEDB/IMGT. Task: Regression. Given a peptide amino acid sequence and an MHC pseudo amino acid sequence, predict their binding affinity value. This is MHC class I binding data. The peptide sequence is SLMSRVVYK. The MHC is HLA-A24:03 with pseudo-sequence HLA-A24:03. The binding affinity (normalized) is 0.0847.